Dataset: Forward reaction prediction with 1.9M reactions from USPTO patents (1976-2016). Task: Predict the product of the given reaction. (1) Given the reactants [NH2:1][C:2]1[CH:3]=[C:4]([CH3:17])[CH:5]=[C:6]2[C:10]=1[NH:9][C:8]([C:11]1[CH:16]=[CH:15][CH:14]=[CH:13][N:12]=1)=[CH:7]2.[C:18]1(=O)[CH2:22][CH2:21][CH2:20][CH2:19]1.ClC(Cl)C.[BH-](OC(C)=O)(OC(C)=O)OC(C)=O.[Na+], predict the reaction product. The product is: [CH:18]1([NH:1][C:2]2[CH:3]=[C:4]([CH3:17])[CH:5]=[C:6]3[C:10]=2[NH:9][C:8]([C:11]2[CH:16]=[CH:15][CH:14]=[CH:13][N:12]=2)=[CH:7]3)[CH2:22][CH2:21][CH2:20][CH2:19]1. (2) The product is: [Cl:21][C:17]1[CH:16]=[C:15]2[C:14](=[C:19]([F:20])[CH:18]=1)[NH:13][C:4](=[O:6])[C:3]([C:1]#[N:2])=[C:22]2[C:24]1[CH:25]=[CH:26][CH:27]=[CH:28][CH:29]=1. Given the reactants [C:1]([CH2:3][C:4]([OH:6])=O)#[N:2].C(Cl)(=O)C(Cl)=O.[NH2:13][C:14]1[C:19]([F:20])=[CH:18][C:17]([Cl:21])=[CH:16][C:15]=1[C:22]([C:24]1[CH:29]=[CH:28][CH:27]=[CH:26][CH:25]=1)=O.C(N(CC)CC)C, predict the reaction product. (3) Given the reactants [Br:1][C:2]1[C:3](=[O:10])[N:4]([CH3:9])[C:5](Cl)=[N:6][CH:7]=1.[Br-].[CH:12]1([CH2:18][Zn+])[CH2:17][CH2:16][CH2:15][CH2:14][CH2:13]1, predict the reaction product. The product is: [Br:1][C:2]1[C:3](=[O:10])[N:4]([CH3:9])[C:5]([CH2:18][CH:12]2[CH2:17][CH2:16][CH2:15][CH2:14][CH2:13]2)=[N:6][CH:7]=1. (4) Given the reactants [CH2:1]([O:3][C:4](=[O:16])[CH:5](Cl)[C:6]([C:8]1[CH:13]=[CH:12][CH:11]=[C:10]([Cl:14])[CH:9]=1)=O)[CH3:2].[C:17]([NH2:20])(=[S:19])[CH3:18], predict the reaction product. The product is: [CH2:1]([O:3][C:4]([C:5]1[S:19][C:17]([CH3:18])=[N:20][C:6]=1[C:8]1[CH:13]=[CH:12][CH:11]=[C:10]([Cl:14])[CH:9]=1)=[O:16])[CH3:2]. (5) Given the reactants C([O:3][C:4](=[O:32])[CH2:5][S:6][C:7]1[S:11][C:10]([NH:12][C:13]([N:15]([CH2:25][CH:26]2[CH2:31][CH2:30][CH2:29][CH2:28][CH2:27]2)[C:16]2[CH:21]=[CH:20][C:19]([F:22])=[C:18]([F:23])[C:17]=2[F:24])=[O:14])=[N:9][CH:8]=1)C.C1(N(C2C=CC(S(C)(=O)=O)=CC=2)C(=O)N(C)C2SC=C(CC(O)=O)N=2)CCCC1.CN(CC1CCCCC1)C1C=CC(F)=C(F)C=1F.C(OC(=O)CSC1SC(N)=NC=1)C, predict the reaction product. The product is: [CH:26]1([CH2:25][N:15]([C:16]2[CH:21]=[CH:20][C:19]([F:22])=[C:18]([F:23])[C:17]=2[F:24])[C:13](=[O:14])[NH:12][C:10]2[S:11][C:7]([S:6][CH2:5][C:4]([OH:32])=[O:3])=[CH:8][N:9]=2)[CH2:31][CH2:30][CH2:29][CH2:28][CH2:27]1. (6) Given the reactants Cl[CH:2]([O:8][CH3:9])[CH2:3][Si:4]([CH3:7])([CH3:6])[CH3:5].[Br:10][C:11]1[CH:12]=[CH:13][C:14]2[N:18]=[C:17]([CH:19]([F:21])[F:20])[NH:16][C:15]=2[CH:22]=1.C(N(CC)C(C)C)(C)C, predict the reaction product. The product is: [Br:10][C:11]1[CH:12]=[CH:13][C:14]2[N:18]=[C:17]([CH:19]([F:20])[F:21])[N:16]([CH2:9][O:8][CH2:2][CH2:3][Si:4]([CH3:7])([CH3:6])[CH3:5])[C:15]=2[CH:22]=1. (7) Given the reactants [NH:1]1[C:5]2=[N:6][CH:7]=[CH:8][CH:9]=[C:4]2[CH:3]=[CH:2]1.[CH2:10]([N:12]1[C:16]([CH:17]=[O:18])=[CH:15][C:14]([NH:19][CH2:20][C:21]2[CH:26]=[CH:25][C:24]([F:27])=[CH:23][CH:22]=2)=[N:13]1)[CH3:11].[OH-].[K+].O.[CH3:31]O, predict the reaction product. The product is: [CH2:10]([N:12]1[C:16]([CH:17]([O:18][CH3:31])[C:3]2[C:4]3[C:5](=[N:6][CH:7]=[CH:8][CH:9]=3)[NH:1][CH:2]=2)=[CH:15][C:14]([NH:19][CH2:20][C:21]2[CH:22]=[CH:23][C:24]([F:27])=[CH:25][CH:26]=2)=[N:13]1)[CH3:11]. (8) Given the reactants [F:1][C:2]1[CH:8]=[CH:7][C:5]([NH2:6])=[CH:4][C:3]=1[CH3:9].[CH3:10][C:11]([O:14][C:15]([N:17]1[CH2:21][C@@H:20]([C:22](O)=[O:23])[CH2:19][CH2:18]1)=[O:16])([CH3:13])[CH3:12].CCN(C(C)C)C(C)C.CN(C(ON1N=NC2C=CC=NC1=2)=[N+](C)C)C.F[P-](F)(F)(F)(F)F, predict the reaction product. The product is: [F:1][C:2]1[CH:8]=[CH:7][C:5]([NH:6][C:22]([C@H:20]2[CH2:19][CH2:18][N:17]([C:15]([O:14][C:11]([CH3:13])([CH3:12])[CH3:10])=[O:16])[CH2:21]2)=[O:23])=[CH:4][C:3]=1[CH3:9]. (9) Given the reactants [NH2:1][C:2]1[CH:7]=[CH:6][C:5]([F:8])=[CH:4][C:3]=1[NH:9][C:10]1[C:18]2[O:17][CH2:16][C@@H:15]([N:19]([C:34](=[O:39])[C:35]([F:38])([F:37])[F:36])[C:20]3[CH:33]=[CH:32][C:23]4[C@H:24]([CH2:27][C:28]([O:30][CH3:31])=[O:29])[CH2:25][O:26][C:22]=4[CH:21]=3)[C:14]=2[CH:13]=[CH:12][CH:11]=1.[CH2:40]([O:42][C:43](OCC)(OCC)OCC)[CH3:41], predict the reaction product. The product is: [CH2:40]([O:42][C:43]1[N:9]([C:10]2[C:18]3[O:17][CH2:16][C@@H:15]([N:19]([C:34](=[O:39])[C:35]([F:37])([F:38])[F:36])[C:20]4[CH:33]=[CH:32][C:23]5[C@H:24]([CH2:27][C:28]([O:30][CH3:31])=[O:29])[CH2:25][O:26][C:22]=5[CH:21]=4)[C:14]=3[CH:13]=[CH:12][CH:11]=2)[C:3]2[CH:4]=[C:5]([F:8])[CH:6]=[CH:7][C:2]=2[N:1]=1)[CH3:41]. (10) Given the reactants [S:1]1[C:5]2[CH:6]=[CH:7][CH:8]=[CH:9][C:4]=2[N:3]=[C:2]1[NH:10][C:11](=[O:35])[C:12]1[CH:17]=[CH:16][C:15]([O:18][C:19]2[CH:24]=[CH:23][N:22]=[C:21]3[NH:25][N:26]=[C:27]([NH:28][C@@H:29]4[CH2:34][CH2:33][CH2:32][NH:31][CH2:30]4)[C:20]=23)=[CH:14][CH:13]=1.C(Cl)Cl.[CH2:39]([N:41]=[C:42]=[O:43])[CH3:40], predict the reaction product. The product is: [S:1]1[C:5]2[CH:6]=[CH:7][CH:8]=[CH:9][C:4]=2[N:3]=[C:2]1[NH:10][C:11]([C:12]1[CH:13]=[CH:14][C:15]([O:18][C:19]2[CH:24]=[CH:23][N:22]=[C:21]3[NH:25][N:26]=[C:27]([NH:28][C@@H:29]4[CH2:34][CH2:33][CH2:32][N:31]([C:42]([NH:41][CH2:39][CH3:40])=[O:43])[CH2:30]4)[C:20]=23)=[CH:16][CH:17]=1)=[O:35].